From a dataset of Full USPTO retrosynthesis dataset with 1.9M reactions from patents (1976-2016). Predict the reactants needed to synthesize the given product. (1) Given the product [F:1][CH:2]([CH2:13][N:14]1[CH:18]=[C:17]([NH:19][C:20](=[O:28])[CH2:21][C:22]2[CH:27]=[CH:26][CH:25]=[CH:24][N:23]=2)[N:16]=[N:15]1)[CH2:3][CH2:4][N:5]1[CH:9]=[C:8]([C:10]([NH:39][CH2:38][C:34]2[CH:35]=[CH:36][CH:37]=[C:32]([O:31][C:30]([F:29])([F:40])[F:41])[CH:33]=2)=[O:12])[N:7]=[N:6]1, predict the reactants needed to synthesize it. The reactants are: [F:1][CH:2]([CH2:13][N:14]1[CH:18]=[C:17]([NH:19][C:20](=[O:28])[CH2:21][C:22]2[CH:27]=[CH:26][CH:25]=[CH:24][N:23]=2)[N:16]=[N:15]1)[CH2:3][CH2:4][N:5]1[CH:9]=[C:8]([C:10]([OH:12])=O)[N:7]=[N:6]1.[F:29][C:30]([F:41])([F:40])[O:31][C:32]1[CH:33]=[C:34]([CH2:38][NH2:39])[CH:35]=[CH:36][CH:37]=1.CN(C(ON1N=NC2C=CC=NC1=2)=[N+](C)C)C.F[P-](F)(F)(F)(F)F.CCN(C(C)C)C(C)C. (2) Given the product [C:39]([O:38][C:36]([N:32]1[CH2:33][CH2:34][CH2:35][CH:30]([C:27]2[CH:28]=[CH:29][C:24]([NH:23][C:15]3[N:14]=[C:13]([CH2:12][CH2:11][C:6]4[C:5]([CH2:4][C:3]([OH:43])=[O:2])=[CH:10][CH:9]=[CH:8][N:7]=4)[C:18]([C:19]([F:20])([F:21])[F:22])=[CH:17][N:16]=3)=[CH:25][CH:26]=2)[CH2:31]1)=[O:37])([CH3:42])([CH3:40])[CH3:41], predict the reactants needed to synthesize it. The reactants are: C[O:2][C:3](=[O:43])[CH2:4][C:5]1[C:6]([CH2:11][CH2:12][C:13]2[C:18]([C:19]([F:22])([F:21])[F:20])=[CH:17][N:16]=[C:15]([NH:23][C:24]3[CH:29]=[CH:28][C:27]([CH:30]4[CH2:35][CH2:34][CH2:33][N:32]([C:36]([O:38][C:39]([CH3:42])([CH3:41])[CH3:40])=[O:37])[CH2:31]4)=[CH:26][CH:25]=3)[N:14]=2)=[N:7][CH:8]=[CH:9][CH:10]=1.O.[OH-].[Li+]. (3) Given the product [Br:20][C:10]1[C:9]([CH3:8])=[C:14]([C:13]([S:16]([CH3:19])(=[O:17])=[O:18])=[CH:12][CH:11]=1)[CH:15]=[N:1][OH:2], predict the reactants needed to synthesize it. The reactants are: [N:1](OCCCC)=[O:2].[CH3:8][C:9]1[C:14]([CH3:15])=[C:13]([S:16]([CH3:19])(=[O:18])=[O:17])[CH:12]=[CH:11][C:10]=1[Br:20].CC(C)([O-])C.[K+].O. (4) Given the product [CH2:33]([C:9]1[N:8]=[CH:1][N:17]([C:18]2[CH:23]=[CH:22][C:21]([O:24][CH2:25][C:26]3[CH:27]=[CH:28][CH:29]=[CH:30][CH:31]=3)=[CH:20][CH:19]=2)[C:16](=[O:32])[C:10]=1[C:11]([O:13][CH2:14][CH3:15])=[O:12])[C:34]1[CH:39]=[CH:38][CH:37]=[CH:36][CH:35]=1, predict the reactants needed to synthesize it. The reactants are: [C:1](OC(=O)C)(=O)C.[NH2:8]/[C:9](/[CH2:33][C:34]1[CH:39]=[CH:38][CH:37]=[CH:36][CH:35]=1)=[C:10](\[C:16](=[O:32])[NH:17][C:18]1[CH:23]=[CH:22][C:21]([O:24][CH2:25][C:26]2[CH:31]=[CH:30][CH:29]=[CH:28][CH:27]=2)=[CH:20][CH:19]=1)/[C:11]([O:13][CH2:14][CH3:15])=[O:12].C(OCC)(OCC)OCC. (5) Given the product [F:1][C:2]1[CH:7]=[CH:6][CH:5]=[CH:4][C:3]=1[C@H:8]([O:10][C:11]([NH:12][C:13]1[C:14]([CH3:33])=[N:15][O:16][C:17]=1[C:18]1[CH:19]=[CH:20][C:21]([C:36]2[CH:37]=[CH:38][C:39]([CH:40]([OH:44])[C:41]([OH:43])=[O:42])=[CH:45][CH:46]=2)=[CH:22][CH:23]=1)=[O:34])[CH3:9], predict the reactants needed to synthesize it. The reactants are: [F:1][C:2]1[CH:7]=[CH:6][CH:5]=[CH:4][C:3]=1[C@H:8]([O:10][C:11](=[O:34])[NH:12][C:13]1[C:14]([CH3:33])=[N:15][O:16][C:17]=1[C:18]1[CH:23]=[CH:22][C:21](B2OC(C)(C)C(C)(C)O2)=[CH:20][CH:19]=1)[CH3:9].Br[C:36]1[CH:46]=[CH:45][C:39]([CH:40]([OH:44])[C:41]([OH:43])=[O:42])=[CH:38][CH:37]=1. (6) Given the product [NH2:11][CH2:10][C:9]1[CH:15]=[C:16]([F:19])[CH:17]=[CH:18][C:8]=1[S:5]([NH:4][CH:1]1[CH2:2][CH2:3]1)(=[O:6])=[O:7], predict the reactants needed to synthesize it. The reactants are: [CH:1]1([NH:4][S:5]([C:8]2[CH:18]=[CH:17][C:16]([F:19])=[CH:15][C:9]=2[CH2:10][NH:11]C(=O)C)(=[O:7])=[O:6])[CH2:3][CH2:2]1.Cl. (7) Given the product [Cl:1][C:2]1[CH:3]=[C:4]([C:8]2[C:13]3[N:14]([CH2:25][C@H:26]4[CH2:27][CH2:28][C@H:29]([CH3:32])[CH2:30][CH2:31]4)[C:15]([N:17]4[CH2:21][CH2:20][CH2:19][C@H:18]4[C:22]([N:42]([CH2:43][CH3:44])[CH3:41])=[O:24])=[N:16][C:12]=3[CH:11]=[C:10]([C:33]#[N:34])[N:9]=2)[CH:5]=[N:6][CH:7]=1, predict the reactants needed to synthesize it. The reactants are: [Cl:1][C:2]1[CH:3]=[C:4]([C:8]2[C:13]3[N:14]([CH2:25][C@H:26]4[CH2:31][CH2:30][C@H:29]([CH3:32])[CH2:28][CH2:27]4)[C:15]([N:17]4[CH2:21][CH2:20][CH2:19][C@H:18]4[C:22]([OH:24])=O)=[N:16][C:12]=3[CH:11]=[C:10]([C:33]#[N:34])[N:9]=2)[CH:5]=[N:6][CH:7]=1.CCCP(=O)=O.[CH3:41][NH:42][CH2:43][CH3:44].